From a dataset of Catalyst prediction with 721,799 reactions and 888 catalyst types from USPTO. Predict which catalyst facilitates the given reaction. (1) Reactant: [H-].[Na+].C(=O)=O.CO.[Br:8][C:9]1[CH:10]=[C:11]([CH2:15][C:16]#[N:17])[CH:12]=[N:13][CH:14]=1.Br[CH2:19][CH2:20][O:21][CH2:22][CH2:23]Br. Product: [Br:8][C:9]1[CH:10]=[C:11]([C:15]2([C:16]#[N:17])[CH2:23][CH2:22][O:21][CH2:20][CH2:19]2)[CH:12]=[N:13][CH:14]=1. The catalyst class is: 1. (2) Reactant: [CH2:1]([O:3][C:4]([C:6]1[C:15](=[O:16])[C:14]2[C:9](=[CH:10][CH:11]=[C:12]([O:19][C:20]3[CH:25]=[CH:24][C:23]([NH:26][C:27](=[O:29])[CH3:28])=[CH:22][CH:21]=3)[C:13]=2[CH2:17]Cl)[N:8]([CH2:30][C:31]2[C:36]([F:37])=[CH:35][CH:34]=[CH:33][C:32]=2[F:38])[CH:7]=1)=[O:5])[CH3:2].[CH3:39][NH:40][CH2:41][C:42]1[CH:47]=[CH:46][CH:45]=[CH:44][CH:43]=1.C(N(CC)C(C)C)(C)C.C(=O)(O)[O-].[Na+]. Product: [CH2:1]([O:3][C:4]([C:6]1[C:15](=[O:16])[C:14]2[C:9](=[CH:10][CH:11]=[C:12]([O:19][C:20]3[CH:25]=[CH:24][C:23]([NH:26][C:27](=[O:29])[CH3:28])=[CH:22][CH:21]=3)[C:13]=2[CH2:17][N:40]([CH2:41][C:42]2[CH:47]=[CH:46][CH:45]=[CH:44][CH:43]=2)[CH3:39])[N:8]([CH2:30][C:31]2[C:36]([F:37])=[CH:35][CH:34]=[CH:33][C:32]=2[F:38])[CH:7]=1)=[O:5])[CH3:2]. The catalyst class is: 9. (3) Reactant: [CH2:1]([N:8]1[CH2:17][CH2:16][C:15]2[C:14](Cl)=[N:13][CH:12]=[N:11][C:10]=2[CH2:9]1)[C:2]1[CH:7]=[CH:6][CH:5]=[CH:4][CH:3]=1.[N:19]1([C:26]2[CH:32]=[CH:31][C:29]([NH2:30])=[CH:28][CH:27]=2)[CH2:25][CH2:24][CH2:23][CH2:22][CH2:21][CH2:20]1.N1C=CC=CC=1. Product: [CH2:1]([N:8]1[CH2:17][CH2:16][C:15]2[C:14]([NH:30][C:29]3[CH:28]=[CH:27][C:26]([N:19]4[CH2:25][CH2:24][CH2:23][CH2:22][CH2:21][CH2:20]4)=[CH:32][CH:31]=3)=[N:13][CH:12]=[N:11][C:10]=2[CH2:9]1)[C:2]1[CH:7]=[CH:6][CH:5]=[CH:4][CH:3]=1. The catalyst class is: 7. (4) Reactant: [F:1][CH:2]1[C:7](=[O:8])[CH2:6][CH2:5][N:4]([C:9]([O:11][CH2:12][C:13]2[CH:22]=[CH:21][C:20]3[C:15](=[CH:16][CH:17]=[CH:18][CH:19]=3)[CH:14]=2)=[O:10])[CH2:3]1.CCC(C)[BH-](C(C)CC)C(C)CC.[Li+].[OH-].[Na+].OO. Product: [F:1][C@H:2]1[C@@H:7]([OH:8])[CH2:6][CH2:5][N:4]([C:9]([O:11][CH2:12][C:13]2[CH:22]=[CH:21][C:20]3[C:15](=[CH:16][CH:17]=[CH:18][CH:19]=3)[CH:14]=2)=[O:10])[CH2:3]1. The catalyst class is: 36. (5) Reactant: [OH:1][C:2]1[CH:14]=[CH:13][C:12]2[C:11]3[C:6](=[CH:7][CH:8]=[CH:9][CH:10]=3)[NH:5][C:4]=2[CH:3]=1.Br[CH2:16][CH2:17][CH2:18][CH2:19][CH2:20][C:21]([O:23][CH2:24][CH3:25])=[O:22].C(=O)([O-])[O-].[K+].[K+].O. Product: [CH:3]1[C:4]2[NH:5][C:6]3[C:11](=[CH:10][CH:9]=[CH:8][CH:7]=3)[C:12]=2[CH:13]=[CH:14][C:2]=1[O:1][CH2:16][CH2:17][CH2:18][CH2:19][CH2:20][C:21]([O:23][CH2:24][CH3:25])=[O:22]. The catalyst class is: 9.